This data is from Retrosynthesis with 50K atom-mapped reactions and 10 reaction types from USPTO. The task is: Predict the reactants needed to synthesize the given product. Given the product COc1ccccc1Oc1c(NS(=O)(=O)c2ccc(C(C)(C)C)cc2)ncnc1OCCNS(C)(=O)=O, predict the reactants needed to synthesize it. The reactants are: COc1ccccc1Oc1c(NS(=O)(=O)c2ccc(C(C)(C)C)cc2)ncnc1OCCN.CS(=O)(=O)Cl.